From a dataset of Catalyst prediction with 721,799 reactions and 888 catalyst types from USPTO. Predict which catalyst facilitates the given reaction. (1) Reactant: [CH3:1][O:2][C:3]1[CH:8]=[CH:7][C:6]([C:9]2([C:15]3[CH:20]=[CH:19][C:18]([O:21][CH3:22])=[CH:17][CH:16]=3)[CH2:14][CH2:13][CH2:12][NH:11][CH2:10]2)=[CH:5][CH:4]=1.[CH:23]([C:25]1[CH:34]=[CH:33][C:28]([C:29]([O:31][CH3:32])=[O:30])=[CH:27][CH:26]=1)=O.[BH-](OC(C)=O)(OC(C)=O)OC(C)=O.[Na+]. Product: [CH3:32][O:31][C:29](=[O:30])[C:28]1[CH:33]=[CH:34][C:25]([CH2:23][N:11]2[CH2:12][CH2:13][CH2:14][C:9]([C:15]3[CH:16]=[CH:17][C:18]([O:21][CH3:22])=[CH:19][CH:20]=3)([C:6]3[CH:5]=[CH:4][C:3]([O:2][CH3:1])=[CH:8][CH:7]=3)[CH2:10]2)=[CH:26][CH:27]=1. The catalyst class is: 34. (2) Reactant: [CH3:1][C:2]1([CH3:25])[CH2:11][CH2:10][C:9]([CH3:13])([CH3:12])[C:8]2[CH:7]=[C:6]([CH2:14][C:15]3[CH:16]=[C:17]([CH:20]4OCC[O:21]4)[S:18][CH:19]=3)[CH:5]=[CH:4][C:3]1=2.Cl.CO. Product: [CH3:1][C:2]1([CH3:25])[CH2:11][CH2:10][C:9]([CH3:12])([CH3:13])[C:8]2[CH:7]=[C:6]([CH2:14][C:15]3[CH:16]=[C:17]([CH:20]=[O:21])[S:18][CH:19]=3)[CH:5]=[CH:4][C:3]1=2. The catalyst class is: 1. (3) Reactant: [NH2:1][C:2]1[N:7]=[CH:6][N:5]=[C:4]2[N:8]([C@@H:30]3[CH2:35][CH2:34][CH2:33][N:32]([C:36](=[O:40])[CH2:37][C:38]#[N:39])[CH2:31]3)[N:9]=[C:10]([C:11]3[CH:16]=[CH:15][C:14]([NH:17][C:18](=[O:29])[C:19]4[CH:24]=[CH:23][C:22]([C:25]([F:28])([F:27])[F:26])=[CH:21][CH:20]=4)=[CH:13][CH:12]=3)[C:3]=12.[CH:41]1([CH:44]=O)[CH2:43][CH2:42]1.N1CCCCC1. Product: [NH2:1][C:2]1[N:7]=[CH:6][N:5]=[C:4]2[N:8]([C@@H:30]3[CH2:35][CH2:34][CH2:33][N:32]([C:36](=[O:40])[C:37]([C:38]#[N:39])=[CH:44][CH:41]4[CH2:43][CH2:42]4)[CH2:31]3)[N:9]=[C:10]([C:11]3[CH:12]=[CH:13][C:14]([NH:17][C:18](=[O:29])[C:19]4[CH:20]=[CH:21][C:22]([C:25]([F:28])([F:27])[F:26])=[CH:23][CH:24]=4)=[CH:15][CH:16]=3)[C:3]=12. The catalyst class is: 5.